Dataset: Forward reaction prediction with 1.9M reactions from USPTO patents (1976-2016). Task: Predict the product of the given reaction. (1) Given the reactants [C:1]([O:5][C:6]([NH:8][CH2:9][CH2:10][CH2:11][C:12]1[CH:13]=[C:14]2[C:19]3=[C:20]([CH2:22][CH2:23][CH2:24][N:18]3[CH:17]=[C:16]([C:25]([O:27]CC)=[O:26])[C:15]2=[O:30])[CH:21]=1)=[O:7])([CH3:4])([CH3:3])[CH3:2].[OH-].[Na+:32].C(=O)=O, predict the reaction product. The product is: [Na+:32].[C:1]([O:5][C:6]([NH:8][CH2:9][CH2:10][CH2:11][C:12]1[CH:13]=[C:14]2[C:19]3=[C:20]([CH2:22][CH2:23][CH2:24][N:18]3[CH:17]=[C:16]([C:25]([O-:27])=[O:26])[C:15]2=[O:30])[CH:21]=1)=[O:7])([CH3:4])([CH3:2])[CH3:3]. (2) The product is: [C:36]([C:35]1[C:34]([C:20]2[CH:19]=[CH:18][C:17]([C:16]([NH:15][C:10]3[CH:11]=[CH:12][CH:13]=[CH:14][C:9]=3[NH:8][C:6](=[O:7])[O:5][C:1]([CH3:3])([CH3:2])[CH3:4])=[O:32])=[CH:22][CH:21]=2)=[N:41][CH:40]=[C:39]([CH2:42][N:43]2[CH2:44][CH2:45][N:46]([CH:49]([CH3:51])[CH3:50])[CH2:47][CH2:48]2)[CH:38]=1)#[N:37]. Given the reactants [C:1]([O:5][C:6]([NH:8][C:9]1[CH:14]=[CH:13][CH:12]=[CH:11][C:10]=1[NH:15][C:16](=[O:32])[C:17]1[CH:22]=[CH:21][C:20](B2OC(C)(C)C(C)(C)O2)=[CH:19][CH:18]=1)=[O:7])([CH3:4])([CH3:3])[CH3:2].Cl[C:34]1[N:41]=[CH:40][C:39]([CH2:42][N:43]2[CH2:48][CH2:47][N:46]([CH:49]([CH3:51])[CH3:50])[CH2:45][CH2:44]2)=[CH:38][C:35]=1[C:36]#[N:37].C(=O)([O-])O.[Na+], predict the reaction product. (3) Given the reactants [Cl:1][C:2]1[C:10]2[CH:9]=[C:8]([O:11][CH2:12][C:13]3[CH:18]=[CH:17][C:16]([O:19][CH:20]([CH3:22])[CH3:21])=[C:15]([C:23]([F:26])([F:25])[F:24])[CH:14]=3)[CH:7]=[CH:6][C:5]=2[N:4]2[CH2:27][CH2:28][C@H:29]([CH2:30][C:31]([OH:33])=[O:32])[C:3]=12.[OH-].[Na+:35], predict the reaction product. The product is: [OH2:11].[Na+:35].[Cl:1][C:2]1[C:10]2[CH:9]=[C:8]([O:11][CH2:12][C:13]3[CH:18]=[CH:17][C:16]([O:19][CH:20]([CH3:22])[CH3:21])=[C:15]([C:23]([F:24])([F:25])[F:26])[CH:14]=3)[CH:7]=[CH:6][C:5]=2[N:4]2[CH2:27][CH2:28][C@H:29]([CH2:30][C:31]([O-:33])=[O:32])[C:3]=12. (4) The product is: [F:21][C:22]1[CH:30]=[C:29]2[C:25]([C:26]([C:40]3[CH:41]=[C:42]4[C:46](=[CH:47][CH:48]=3)[N:45]([CH2:49][CH2:50][C:51]([NH2:53])=[O:52])[N:44]=[CH:43]4)=[CH:27][NH:28]2)=[CH:24][CH:23]=1. Given the reactants FC1C=C2C(C(I)=CN2S(C2C=CC=CC=2)(=O)=O)=CC=1.[F:21][C:22]1[CH:30]=[C:29]2[C:25]([C:26]([C:40]3[CH:41]=[C:42]4[C:46](=[CH:47][CH:48]=3)[N:45]([CH2:49][CH2:50][C:51]([NH2:53])=[O:52])[N:44]=[CH:43]4)=[CH:27][N:28]2S(C2C=CC=CC=2)(=O)=O)=[CH:24][CH:23]=1.FC1C=C2C(C(C3C=CC4C(=CN(CCC(N)=O)N=4)C=3)=CN2S(C2C=CC=CC=2)(=O)=O)=CC=1, predict the reaction product. (5) The product is: [F:27][C:21]1[CH:22]=[C:23]([F:26])[CH:24]=[CH:25][C:20]=1[C:18]1[CH:19]=[C:14]([N:11]2[CH2:12][CH2:13][NH:8][CH2:9][CH2:10]2)[CH:15]=[C:16]([C:28]([NH:43][C@@H:41]([C:38]2[CH:37]=[N:36][C:35]([C:34]([F:45])([F:44])[F:33])=[N:40][CH:39]=2)[CH3:42])=[O:30])[CH:17]=1. Given the reactants C(OC([N:8]1[CH2:13][CH2:12][N:11]([C:14]2[CH:15]=[C:16]([C:28]([OH:30])=O)[CH:17]=[C:18]([C:20]3[CH:25]=[CH:24][C:23]([F:26])=[CH:22][C:21]=3[F:27])[CH:19]=2)[CH2:10][CH2:9]1)=O)(C)(C)C.Cl.Cl.[F:33][C:34]([F:45])([F:44])[C:35]1[N:40]=[CH:39][C:38]([C@H:41]([NH2:43])[CH3:42])=[CH:37][N:36]=1.C(Cl)CCl.C1C=CC2N(O)N=NC=2C=1.C(N(C(C)C)CC)(C)C.Cl, predict the reaction product. (6) Given the reactants C(OC([N:11]1[CH2:14][CH:13]([C:15]([N:17]2[CH2:23][CH2:22][CH2:21][N:20]([C:24]([O:26][C:27]([CH3:30])([CH3:29])[CH3:28])=[O:25])[CH2:19][CH2:18]2)=[O:16])[CH2:12]1)=O)C1C=CC=CC=1.N#N, predict the reaction product. The product is: [NH:11]1[CH2:14][CH:13]([C:15]([N:17]2[CH2:23][CH2:22][CH2:21][N:20]([C:24]([O:26][C:27]([CH3:30])([CH3:29])[CH3:28])=[O:25])[CH2:19][CH2:18]2)=[O:16])[CH2:12]1.